This data is from Reaction yield outcomes from USPTO patents with 853,638 reactions. The task is: Predict the reaction yield, written as a fraction of the theoretical maximum amount of product (1.0 means a 100% yield; for example, 0.34 means a 34% yield). (1) The reactants are [N:1]([C@@H:4]1[CH2:8][N:7]([C:9]([O:11][C:12]([CH3:15])([CH3:14])[CH3:13])=[O:10])[C@H:6]([CH2:16][CH3:17])[CH2:5]1)=[N+]=[N-].[CH:18]1([S:21](Cl)(=[O:23])=[O:22])[CH2:20][CH2:19]1. The catalyst is CCO.[OH-].[OH-].[Pd+2]. The product is [CH:18]1([S:21]([NH:1][C@@H:4]2[CH2:8][N:7]([C:9]([O:11][C:12]([CH3:15])([CH3:14])[CH3:13])=[O:10])[C@H:6]([CH2:16][CH3:17])[CH2:5]2)(=[O:23])=[O:22])[CH2:20][CH2:19]1. The yield is 0.480. (2) The reactants are P(Cl)(Cl)([Cl:3])=O.[CH2:6]([O:13][C:14]1[CH:15]=[C:16]2[C:21](=[CH:22][C:23]=1[O:24][CH3:25])[N:20]=[CH:19][NH:18][C:17]2=O)[C:7]1[CH:12]=[CH:11][CH:10]=[CH:9][CH:8]=1.C(N(C(C)C)CC)(C)C.[OH-].[Na+]. No catalyst specified. The product is [CH2:6]([O:13][C:14]1[CH:15]=[C:16]2[C:21](=[CH:22][C:23]=1[O:24][CH3:25])[N:20]=[CH:19][N:18]=[C:17]2[Cl:3])[C:7]1[CH:12]=[CH:11][CH:10]=[CH:9][CH:8]=1. The yield is 0.720. (3) The reactants are [CH:1]1([CH2:6][C@H:7]([C@@H:23]([OH:32])[CH2:24][CH2:25][C:26]2[CH:31]=[CH:30][CH:29]=[CH:28][CH:27]=2)[C:8](N2[C@H](CC3C=CC=CC=3)COC2=O)=[O:9])[CH2:5][CH2:4][CH2:3][CH2:2]1.OO.[OH-].[Li+].S([O-])([O-])=[O:38].[Na+].[Na+]. The catalyst is C1COCC1.O. The product is [CH:1]1([CH2:6][C@H:7]([C@@H:23]([OH:32])[CH2:24][CH2:25][C:26]2[CH:31]=[CH:30][CH:29]=[CH:28][CH:27]=2)[C:8]([OH:9])=[O:38])[CH2:2][CH2:3][CH2:4][CH2:5]1. The yield is 0.810. (4) The reactants are [Li]CCCC.Br[C:7]1[C:15]2[C:14]([Cl:16])=[N:13][CH:12]=[N:11][C:10]=2[N:9]([CH:17]([CH3:19])[CH3:18])[CH:8]=1.[C:20](=[N:33][C:34]1[CH:35]=[C:36]([CH:43]=[C:44]([O:46][CH3:47])[N:45]=1)[C:37](N(OC)C)=[O:38])([C:27]1[CH:32]=[CH:31][CH:30]=[CH:29][CH:28]=1)[C:21]1[CH:26]=[CH:25][CH:24]=[CH:23][CH:22]=1. The catalyst is CCOCC. The product is [C:20](=[N:33][C:34]1[CH:35]=[C:36]([C:37]([C:7]2[C:15]3[C:14]([Cl:16])=[N:13][CH:12]=[N:11][C:10]=3[N:9]([CH:17]([CH3:19])[CH3:18])[CH:8]=2)=[O:38])[CH:43]=[C:44]([O:46][CH3:47])[N:45]=1)([C:27]1[CH:28]=[CH:29][CH:30]=[CH:31][CH:32]=1)[C:21]1[CH:26]=[CH:25][CH:24]=[CH:23][CH:22]=1. The yield is 0.630. (5) The reactants are [NH2:1][C:2]1[N:7]=[CH:6][N:5]=[C:4]2[N:8]([CH2:12][C:13]3[O:14][C:15]4[C:20]([C:21](=[O:29])[C:22]=3[C:23]3[CH:28]=[CH:27][CH:26]=[CH:25][CH:24]=3)=[CH:19][CH:18]=[CH:17][CH:16]=4)[N:9]=[C:10](I)[C:3]=12.[OH:30][CH2:31][C:32]1[CH:33]=[C:34](B(O)O)[CH:35]=[CH:36][CH:37]=1.C(=O)([O-])[O-].[Na+].[Na+].ClCCl. The catalyst is CN(C=O)C.C(O)C.O. The product is [NH2:1][C:2]1[N:7]=[CH:6][N:5]=[C:4]2[N:8]([CH2:12][C:13]3[O:14][C:15]4[C:20]([C:21](=[O:29])[C:22]=3[C:23]3[CH:28]=[CH:27][CH:26]=[CH:25][CH:24]=3)=[CH:19][CH:18]=[CH:17][CH:16]=4)[N:9]=[C:10]([C:36]3[CH:35]=[CH:34][CH:33]=[C:32]([CH2:31][OH:30])[CH:37]=3)[C:3]=12. The yield is 0.440. (6) The reactants are [Na:1].[N:2]1([C:11]([CH2:13][C@H:14]([CH2:21][OH:22])[O:15][CH2:16][P:17]([OH:20])([OH:19])=[O:18])=[O:12])[CH:10]=[C:8](C)[C:6](=[O:7])[NH:5][C:3]1=[O:4].N1(C(C[C@H](CO)OCP(OC(C)C)(OC(C)C)=O)=O)C=CC(=O)NC1=O.I[Si](C)(C)C. No catalyst specified. The product is [Na:1].[N:2]1([C:11]([CH2:13][C@H:14]([CH2:21][OH:22])[O:15][CH2:16][P:17]([OH:19])([OH:20])=[O:18])=[O:12])[CH:10]=[CH:8][C:6](=[O:7])[NH:5][C:3]1=[O:4]. The yield is 0.340. (7) The reactants are Cl[C:2]1[C:7]([O:8][CH2:9][CH:10]2[CH2:12][CH2:11]2)=[CH:6][N:5]=[C:4]([CH2:13][S:14]([CH3:17])(=[O:16])=[O:15])[N:3]=1.[CH3:18][N:19]1[CH:28]=[C:27](B2OC(C)(C)C(C)(C)O2)[C:26]2[C:21](=[CH:22][CH:23]=[CH:24][CH:25]=2)[C:20]1=[O:38].[O-]P([O-])([O-])=O.[K+].[K+].[K+].N#N. The catalyst is O1CCOCC1.O.C1C=CC(P(C2C=CC=CC=2)[C-]2C=CC=C2)=CC=1.C1C=CC(P(C2C=CC=CC=2)[C-]2C=CC=C2)=CC=1.Cl[Pd]Cl.[Fe+2]. The product is [CH:10]1([CH2:9][O:8][C:7]2[C:2]([C:27]3[C:26]4[C:21](=[CH:22][CH:23]=[CH:24][CH:25]=4)[C:20](=[O:38])[N:19]([CH3:18])[CH:28]=3)=[N:3][C:4]([CH2:13][S:14]([CH3:17])(=[O:16])=[O:15])=[N:5][CH:6]=2)[CH2:12][CH2:11]1. The yield is 0.427. (8) The reactants are C([O:8][C:9]1[CH:14]=[CH:13][C:12]([C:15]2[C:16]3[C:17](=[N:34][N:35]([CH3:37])[CH:36]=3)[N:18]=[C:19]([C:27]3[CH:32]=[CH:31][C:30]([F:33])=[CH:29][CH:28]=3)[C:20]=2[C:21]2[CH:26]=[CH:25][N:24]=[CH:23][CH:22]=2)=[CH:11][CH:10]=1)C1C=CC=CC=1. The catalyst is CCO.[Pd]. The product is [F:33][C:30]1[CH:31]=[CH:32][C:27]([C:19]2[C:20]([C:21]3[CH:26]=[CH:25][N:24]=[CH:23][CH:22]=3)=[C:15]([C:12]3[CH:11]=[CH:10][C:9]([OH:8])=[CH:14][CH:13]=3)[C:16]3[C:17](=[N:34][N:35]([CH3:37])[CH:36]=3)[N:18]=2)=[CH:28][CH:29]=1. The yield is 0.670. (9) The reactants are C(N(CC)CC)C.[C:8]([NH2:14])(=[O:13])[CH2:9][C:10]([CH3:12])=O.[CH2:15]([CH2:22][C:23](=O)[CH3:24])[C:16]1[CH:21]=[CH:20][CH:19]=[CH:18][CH:17]=1.C([O-])(O)=O.[Na+]. No catalyst specified. The product is [CH3:12][C:10]1[C:22]([CH2:15][C:16]2[CH:21]=[CH:20][CH:19]=[CH:18][CH:17]=2)=[C:23]([CH3:24])[NH:14][C:8](=[O:13])[CH:9]=1. The yield is 0.538. (10) The reactants are [Cl:1][C:2]1[C:7]([O:8][CH:9]([CH3:11])[CH3:10])=[CH:6][CH:5]=[C:4](I)[N:3]=1.[CH3:13][N:14](C=O)C. The catalyst is CCOC(C)=O.[C-]#N.[C-]#N.[Zn+2].C1C=CC([P]([Pd]([P](C2C=CC=CC=2)(C2C=CC=CC=2)C2C=CC=CC=2)([P](C2C=CC=CC=2)(C2C=CC=CC=2)C2C=CC=CC=2)[P](C2C=CC=CC=2)(C2C=CC=CC=2)C2C=CC=CC=2)(C2C=CC=CC=2)C2C=CC=CC=2)=CC=1. The product is [Cl:1][C:2]1[N:3]=[C:4]([C:13]#[N:14])[CH:5]=[CH:6][C:7]=1[O:8][CH:9]([CH3:11])[CH3:10]. The yield is 0.880.